Dataset: Forward reaction prediction with 1.9M reactions from USPTO patents (1976-2016). Task: Predict the product of the given reaction. (1) Given the reactants [Si:1]([O:8][C:9]1[CH:10]=[C:11]([NH2:16])[C:12]([NH2:15])=[CH:13][CH:14]=1)([C:4]([CH3:7])([CH3:6])[CH3:5])([CH3:3])[CH3:2].Br[CH2:18][C:19]([C:21]1[CH:26]=[CH:25][C:24]([N+:27]([O-:29])=[O:28])=[CH:23][CH:22]=1)=O, predict the reaction product. The product is: [Si:1]([O:8][C:9]1[CH:10]=[C:11]2[C:12]([N:15]=[CH:18][C:19]([C:21]3[CH:22]=[CH:23][C:24]([N+:27]([O-:29])=[O:28])=[CH:25][CH:26]=3)=[N:16]2)=[CH:13][CH:14]=1)([C:4]([CH3:7])([CH3:6])[CH3:5])([CH3:3])[CH3:2]. (2) Given the reactants Br.[CH2:2]1[C:8]2[CH:9]=[C:10]([OH:13])[CH:11]=[CH:12][C:7]=2[CH2:6][CH2:5][CH2:4][NH:3]1.C(N(CC)CC)C.[C:21](O[C:21]([O:23][C:24]([CH3:27])([CH3:26])[CH3:25])=[O:22])([O:23][C:24]([CH3:27])([CH3:26])[CH3:25])=[O:22].O, predict the reaction product. The product is: [OH:13][C:10]1[CH:11]=[CH:12][C:7]2[CH2:6][CH2:5][CH2:4][N:3]([C:21]([O:23][C:24]([CH3:27])([CH3:26])[CH3:25])=[O:22])[CH2:2][C:8]=2[CH:9]=1. (3) Given the reactants [CH2:1]([O:3][C:4]([C:6]1[NH:7][C:8]([CH3:21])=[C:9]([C:12]2[CH:17]=[CH:16][C:15]([C:18]([OH:20])=O)=[CH:14][CH:13]=2)[C:10]=1[CH3:11])=[O:5])[CH3:2].C(Cl)(=O)C(Cl)=O.[NH2:28][C:29]1[CH:30]=[C:31]([CH:34]=[CH:35][CH:36]=1)[C:32]#[N:33].C(=O)(O)[O-].[Na+], predict the reaction product. The product is: [CH2:1]([O:3][C:4]([C:6]1[NH:7][C:8]([CH3:21])=[C:9]([C:12]2[CH:13]=[CH:14][C:15]([C:18](=[O:20])[NH:28][C:29]3[CH:36]=[CH:35][CH:34]=[C:31]([C:32]#[N:33])[CH:30]=3)=[CH:16][CH:17]=2)[C:10]=1[CH3:11])=[O:5])[CH3:2]. (4) Given the reactants [CH3:1]C([O-])(C)C.[K+].[Cl:7][C:8]1[CH:15]=[CH:14][C:11]([CH:12]=O)=[C:10]([F:16])[CH:9]=1, predict the reaction product. The product is: [Cl:7][C:8]1[CH:15]=[CH:14][C:11]([CH:12]=[CH2:1])=[C:10]([F:16])[CH:9]=1. (5) Given the reactants [Br:1][C:2]1[CH:17]=[CH:16][C:15]([F:18])=[CH:14][C:3]=1[CH2:4][N:5]1[C:10](=[O:11])[C:9]([CH3:12])=[N:8][NH:7][C:6]1=[S:13].[OH-].[Na+].[CH3:21]I, predict the reaction product. The product is: [Br:1][C:2]1[CH:17]=[CH:16][C:15]([F:18])=[CH:14][C:3]=1[CH2:4][N:5]1[C:10](=[O:11])[C:9]([CH3:12])=[N:8][N:7]=[C:6]1[S:13][CH3:21]. (6) Given the reactants [C:1]1([C@H:7]2[CH2:12][CH2:11][C@H:10]([NH2:13])[CH2:9][CH2:8]2)[CH:6]=[CH:5][CH:4]=[CH:3][CH:2]=1.[Cl:14][C:15]1[CH:16]=[C:17]([N:21]=[C:22]=[O:23])[CH:18]=[CH:19][CH:20]=1, predict the reaction product. The product is: [Cl:14][C:15]1[CH:16]=[C:17]([NH:21][C:22]([NH:13][C@H:10]2[CH2:9][CH2:8][C@H:7]([C:1]3[CH:6]=[CH:5][CH:4]=[CH:3][CH:2]=3)[CH2:12][CH2:11]2)=[O:23])[CH:18]=[CH:19][CH:20]=1. (7) Given the reactants [C:1]([O:5][C:6](=[O:27])[NH:7][CH:8]([C:10]1[CH:15]=[CH:14][C:13]([C:16](=[O:25])[NH:17][C:18]2[CH:23]=[CH:22][N:21]=[CH:20][C:19]=2[F:24])=[CH:12][C:11]=1Br)[CH3:9])([CH3:4])([CH3:3])[CH3:2].[C:28]([C:31]1[CH:32]=[C:33](B(O)O)[CH:34]=[CH:35][CH:36]=1)([OH:30])=[O:29].C([O-])([O-])=O.[Na+].[Na+], predict the reaction product. The product is: [C:1]([O:5][C:6]([NH:7][CH:8]([C:10]1[CH:15]=[CH:14][C:13]([C:16](=[O:25])[NH:17][C:18]2[CH:23]=[CH:22][N:21]=[CH:20][C:19]=2[F:24])=[CH:12][C:11]=1[C:35]1[CH:34]=[CH:33][CH:32]=[C:31]([C:28]([OH:30])=[O:29])[CH:36]=1)[CH3:9])=[O:27])([CH3:4])([CH3:3])[CH3:2]. (8) The product is: [CH3:1][C:2]1([CH3:27])[O:16][C:6]2=[CH:7][C:8]3[C:9]([CH3:15])=[CH:10][CH:11]=[N:12][C:13]=3[CH:14]=[C:5]2[CH:4]([NH:17][CH2:18][CH2:19][C:20]2[CH:21]=[CH:22][CH:23]=[CH:24][CH:25]=2)[CH:3]1[OH:26]. Given the reactants [CH3:1][C:2]1([CH3:27])[O:16][C:6]2=[CH:7][C:8]3[C:9]([CH3:15])=[CH:10][CH:11]=[N:12][C:13]=3[CH:14]=[C:5]2[C@@H:4]([NH:17][CH2:18][CH2:19][C:20]2[CH:25]=[CH:24][CH:23]=[CH:22][CH:21]=2)[C@@H:3]1[OH:26].C(O)(=O)/C=C\C(O)=O.CCCCCC, predict the reaction product.